This data is from Full USPTO retrosynthesis dataset with 1.9M reactions from patents (1976-2016). The task is: Predict the reactants needed to synthesize the given product. Given the product [CH:1]1([N:7]2[C:15]3[CH:14]=[C:13]([O:16][CH3:17])[N:12]=[CH:11][C:10]=3[CH:9]=[CH:8]2)[CH2:6][CH2:5][CH2:4][CH2:3][CH2:2]1, predict the reactants needed to synthesize it. The reactants are: [CH:1]1([N:7]2[C:15]3[CH:14]=[C:13]([O:16][CH3:17])[N:12]=[CH:11][C:10]=3[CH:9]=[CH:8]2)[CH2:6][CH2:5][CH2:4][CH:3]=[CH:2]1.